Dataset: Forward reaction prediction with 1.9M reactions from USPTO patents (1976-2016). Task: Predict the product of the given reaction. (1) The product is: [N:15]1([CH2:25][C:24]2[CH:27]=[CH:28][C:21]([OH:20])=[CH:22][CH:23]=2)[CH2:19][CH2:18][CH2:17][CH2:16]1. Given the reactants [BH-](OC(C)=O)(OC(C)=O)OC(C)=O.[Na+].[NH:15]1[CH2:19][CH2:18][CH2:17][CH2:16]1.[OH:20][C:21]1[CH:28]=[CH:27][C:24]([CH:25]=O)=[CH:23][CH:22]=1.[OH-].[Na+], predict the reaction product. (2) The product is: [CH2:1]1[C@@H:8]([OH:9])[O:5][CH2:4][C@@H:3]([OH:6])[C@H:2]1[OH:7]. Given the reactants [CH2:1]([C:8](C(O)=O)=[O:9])[C@H:2]([OH:7])[C@H:3]([OH:6])[CH2:4][OH:5], predict the reaction product. (3) Given the reactants C(S)CCCCCCCCCCC.[Al+3].[Cl-].[Cl-].[Cl-].[Cl:18][C:19]1[CH:20]=[CH:21][C:22]([C:25]2[CH:30]=[CH:29][C:28]([O:31]C)=[C:27]([F:33])[CH:26]=2)=[N:23][CH:24]=1, predict the reaction product. The product is: [Cl:18][C:19]1[CH:20]=[CH:21][C:22]([C:25]2[CH:30]=[CH:29][C:28]([OH:31])=[C:27]([F:33])[CH:26]=2)=[N:23][CH:24]=1. (4) Given the reactants [NH2:1][C:2]([NH:4][C:5]1[NH:6][C:7]2[C:12]([C:13]=1[C:14]([NH2:16])=[O:15])=[CH:11][CH:10]=[C:9](Br)[CH:8]=2)=[O:3].C(=O)([O-])O.[Na+].[F:23][C:24]1[CH:29]=[CH:28][C:27](B(O)O)=[CH:26][CH:25]=1, predict the reaction product. The product is: [NH2:1][C:2]([NH:4][C:5]1[NH:6][C:7]2[C:12]([C:13]=1[C:14]([NH2:16])=[O:15])=[CH:11][CH:10]=[C:9]([C:27]1[CH:28]=[CH:29][C:24]([F:23])=[CH:25][CH:26]=1)[CH:8]=2)=[O:3]. (5) Given the reactants I[C:2]1[C:10]2[C:5](=[CH:6][CH:7]=[CH:8][C:9]=2[N+:11]([O-])=O)[N:4]([CH2:14][C:15]2[CH:20]=[CH:19][C:18]([C:21]([F:24])([F:23])[F:22])=[CH:17][N:16]=2)[N:3]=1.[NH4+].[Cl-], predict the reaction product. The product is: [F:24][C:21]([F:22])([F:23])[C:18]1[CH:19]=[CH:20][C:15]([CH2:14][N:4]2[C:5]3[CH:6]=[CH:7][CH:8]=[C:9]([NH2:11])[C:10]=3[CH:2]=[N:3]2)=[N:16][CH:17]=1. (6) The product is: [CH2:20]([O:27][C:28]([N:30]1[CH2:35][CH2:34][N:33]([C:2]2[C:11]3[C:6](=[CH:7][C:8]([CH3:12])=[CH:9][CH:10]=3)[N:5]=[C:4]([C:13]3[CH:18]=[CH:17][CH:16]=[CH:15][C:14]=3[OH:19])[N:3]=2)[CH:32]([CH2:36][OH:37])[CH2:31]1)=[O:29])[C:21]1[CH:26]=[CH:25][CH:24]=[CH:23][CH:22]=1. Given the reactants Cl[C:2]1[C:11]2[C:6](=[CH:7][C:8]([CH3:12])=[CH:9][CH:10]=2)[N:5]=[C:4]([C:13]2[CH:18]=[CH:17][CH:16]=[CH:15][C:14]=2[OH:19])[N:3]=1.[CH2:20]([O:27][C:28]([N:30]1[CH2:35][CH2:34][NH:33][CH:32]([CH2:36][OH:37])[CH2:31]1)=[O:29])[C:21]1[CH:26]=[CH:25][CH:24]=[CH:23][CH:22]=1.C(N(CC)CC)C, predict the reaction product. (7) Given the reactants CO[C:3](=[O:38])[CH2:4][N:5]1[CH2:9][C@H:8]2[C@H:10]([C:31]3[CH:36]=[CH:35][C:34]([F:37])=[CH:33][CH:32]=3)[C@@H:11]([O:14][C@@H:15]([C:17]3[CH:22]=[C:21]([C:23]([F:26])([F:25])[F:24])[CH:20]=[C:19]([C:27]([F:30])([F:29])[F:28])[CH:18]=3)[CH3:16])[O:12][CH2:13][C@@H:7]2[CH2:6]1.[NH2:39][NH2:40].[CH2:41]([OH:45])CCC, predict the reaction product. The product is: [F:29][C:27]([F:28])([F:30])[C:19]1[CH:18]=[C:17]([C@H:15]([O:14][C@H:11]2[O:12][CH2:13][C@@H:7]3[CH2:6][N:5]([CH2:4][C:3]4[O:38][C:41](=[O:45])[NH:40][N:39]=4)[CH2:9][C@H:8]3[C@@H:10]2[C:31]2[CH:32]=[CH:33][C:34]([F:37])=[CH:35][CH:36]=2)[CH3:16])[CH:22]=[C:21]([C:23]([F:26])([F:24])[F:25])[CH:20]=1. (8) Given the reactants C(O[C:6]([N:8]1[C@H:17]([C:18](=[O:40])[NH:19][C@H:20]([C:36]([O:38]C)=[O:37])[CH2:21][C:22]2[CH:27]=[CH:26][C:25]([C:28]3[CH:33]=[CH:32][N:31]=[C:30]([CH3:34])[C:29]=3[CH3:35])=[CH:24][CH:23]=2)[CH2:16][C:15]2[CH:14]=[C:13]3[O:41][CH2:42][C@H:43]([C:45]4[CH:50]=[CH:49][C:48]([OH:51])=[CH:47][CH:46]=4)[O:44][C:12]3=[CH:11][C:10]=2[CH2:9]1)=[O:7])(C)(C)C.[Cl:52][C:53]1[CH:60]=[CH:59][CH:58]=[C:57]([Cl:61])[C:54]=1[CH2:55]Br.C(=O)([O-])[O-].[K+].[K+].[N:68]([C@@H:71]([C:73]1[CH:78]=[CH:77][CH:76]=[CH:75][CH:74]=1)[CH3:72])=C=O, predict the reaction product. The product is: [Cl:52][C:53]1[CH:60]=[CH:59][CH:58]=[C:57]([Cl:61])[C:54]=1[CH2:55][O:51][C:48]1[CH:47]=[CH:46][C:45]([C@H:43]2[CH2:42][O:41][C:13]3=[CH:14][C:15]4[CH2:16][C@@H:17]([C:18]([NH:19][C@@H:20]([CH2:21][C:22]5[CH:23]=[CH:24][C:25]([C:28]6[CH:33]=[CH:32][N:31]=[C:30]([CH3:34])[C:29]=6[CH3:35])=[CH:26][CH:27]=5)[C:36]([OH:38])=[O:37])=[O:40])[N:8]([C:6](=[O:7])[NH:68][C@@H:71]([C:73]5[CH:78]=[CH:77][CH:76]=[CH:75][CH:74]=5)[CH3:72])[CH2:9][C:10]=4[CH:11]=[C:12]3[O:44]2)=[CH:50][CH:49]=1. (9) Given the reactants [CH3:1][OH:2].[H-].[Na+].Cl[C:6]1[N:11]=[C:10]([C:12]2[C:20]([C:21]3[C:30]4[C:25](=[CH:26][CH:27]=[CH:28][CH:29]=4)[N:24]=[CH:23][CH:22]=3)=[C:15]3[CH:16]=[CH:17][CH:18]=[CH:19][N:14]3[N:13]=2)[CH:9]=[CH:8][CH:7]=1, predict the reaction product. The product is: [CH3:1][O:2][C:6]1[N:11]=[C:10]([C:12]2[C:20]([C:21]3[C:30]4[C:25](=[CH:26][CH:27]=[CH:28][CH:29]=4)[N:24]=[CH:23][CH:22]=3)=[C:15]3[CH:16]=[CH:17][CH:18]=[CH:19][N:14]3[N:13]=2)[CH:9]=[CH:8][CH:7]=1.